From a dataset of Full USPTO retrosynthesis dataset with 1.9M reactions from patents (1976-2016). Predict the reactants needed to synthesize the given product. Given the product [CH3:6][C:5]1([OH:45])[CH2:4][C:3](=[O:18])[O:1][CH2:8][CH2:7]1, predict the reactants needed to synthesize it. The reactants are: [OH-:1].[Na+].[CH2:3]([O:18]P(OP([O-])([O-])=O)(=O)[O-])[CH:4]=[C:5]([CH2:7][CH2:8]C=C(CCC=C(C)C)C)[CH3:6].C(C/C(/C)=C/CC/C(/C)=C/C[O:45]P(OP([O-])([O-])=O)(=O)[O-])/C=C(/CCC=C(C)C)\C.